From a dataset of Reaction yield outcomes from USPTO patents with 853,638 reactions. Predict the reaction yield, written as a fraction of the theoretical maximum amount of product (1.0 means a 100% yield; for example, 0.34 means a 34% yield). (1) The reactants are [Br:1][C:2]1[CH:3]=[C:4]2[C:8](=[CH:9][CH:10]=1)[NH:7][CH:6]=[C:5]2[CH2:11][C:12]#[N:13].[OH-:14].[K+].Cl. The catalyst is CC(O)(C)C.O. The product is [Br:1][C:2]1[CH:3]=[C:4]2[C:8](=[CH:9][CH:10]=1)[NH:7][CH:6]=[C:5]2[CH2:11][C:12]([NH2:13])=[O:14]. The yield is 0.890. (2) The reactants are [N:1]([CH2:4][CH:5]1[NH:10][C:9]2[C:11](Br)=[CH:12][C:13]([F:15])=[CH:14][C:8]=2[O:7][CH2:6]1)=[N+:2]=[N-:3].[F:17][C:18]1[CH:23]=[CH:22][CH:21]=[CH:20][C:19]=1B(O)O. No catalyst specified. The product is [N:1]([CH2:4][CH:5]1[NH:10][C:9]2[C:11]([C:19]3[CH:20]=[CH:21][CH:22]=[CH:23][C:18]=3[F:17])=[CH:12][C:13]([F:15])=[CH:14][C:8]=2[O:7][CH2:6]1)=[N+:2]=[N-:3]. The yield is 0.600.